Predict the reaction yield, written as a fraction of the theoretical maximum amount of product (1.0 means a 100% yield; for example, 0.34 means a 34% yield). From a dataset of Reaction yield outcomes from USPTO patents with 853,638 reactions. (1) The reactants are Cl.[CH2:2]([O:9][C:10](=[O:21])[C:11]1[CH:16]=[C:15]([Br:17])[CH:14]=[C:13]([NH:18]N)[C:12]=1[CH3:20])[C:3]1[CH:8]=[CH:7][CH:6]=[CH:5][CH:4]=1.C(O)CO.O.[O:27]1[CH:31]=[CH:30][CH2:29][CH2:28]1. The catalyst is CCOC(C)=O. The product is [CH2:2]([O:9][C:10]([C:11]1[C:12]([CH3:20])=[C:13]2[C:14]([C:30]([CH2:29][CH2:28][OH:27])=[CH:31][NH:18]2)=[C:15]([Br:17])[CH:16]=1)=[O:21])[C:3]1[CH:8]=[CH:7][CH:6]=[CH:5][CH:4]=1. The yield is 0.270. (2) The reactants are [CH:1]1([N:6]2[CH2:11][CH2:10][N:9]([C:12]([C:14]3[CH:15]=[C:16]4[C:20](=[CH:21][CH:22]=3)[NH:19][C:18]([C:23]([N:25]3[CH2:30][CH2:29][C:28]([F:32])([F:31])[CH2:27][CH2:26]3)=[O:24])=[CH:17]4)=[O:13])[CH2:8][CH2:7]2)[CH2:5][CH2:4][CH2:3][CH2:2]1.[H-].[Na+].CS(O[CH2:40][C:41]([F:44])([F:43])[F:42])(=O)=O. The catalyst is CN(C)C=O. The product is [CH:1]1([N:6]2[CH2:7][CH2:8][N:9]([C:12]([C:14]3[CH:15]=[C:16]4[C:20](=[CH:21][CH:22]=3)[N:19]([CH2:40][C:41]([F:44])([F:43])[F:42])[C:18]([C:23]([N:25]3[CH2:26][CH2:27][C:28]([F:31])([F:32])[CH2:29][CH2:30]3)=[O:24])=[CH:17]4)=[O:13])[CH2:10][CH2:11]2)[CH2:5][CH2:4][CH2:3][CH2:2]1. The yield is 0.310.